This data is from Forward reaction prediction with 1.9M reactions from USPTO patents (1976-2016). The task is: Predict the product of the given reaction. Given the reactants O1C2=CN=CC=C2C(=O)C1.C(OC([C:16]1[O:25][C:19]2=[N:20][C:21]([CH3:24])=[CH:22][CH:23]=[C:18]2[C:17]=1[OH:26])=O)C, predict the reaction product. The product is: [CH3:24][C:21]1[N:20]=[C:19]2[O:25][CH2:16][C:17](=[O:26])[C:18]2=[CH:23][CH:22]=1.